This data is from Peptide-MHC class II binding affinity with 134,281 pairs from IEDB. The task is: Regression. Given a peptide amino acid sequence and an MHC pseudo amino acid sequence, predict their binding affinity value. This is MHC class II binding data. (1) The binding affinity (normalized) is 0.581. The peptide sequence is ALSTPFLMEHTMPVT. The MHC is DRB5_0101 with pseudo-sequence DRB5_0101. (2) The peptide sequence is INEPTAAAIAYGLYR. The MHC is HLA-DQA10102-DQB10602 with pseudo-sequence HLA-DQA10102-DQB10602. The binding affinity (normalized) is 0.739. (3) The peptide sequence is VIDWLVSNQSVRNRQEGLY. The MHC is H-2-IAb with pseudo-sequence H-2-IAb. The binding affinity (normalized) is 0.195. (4) The MHC is HLA-DQA10201-DQB10301 with pseudo-sequence HLA-DQA10201-DQB10301. The peptide sequence is GSRAIWYMWLGARYLHHHHHH. The binding affinity (normalized) is 0. (5) The peptide sequence is GELQIVDKIDALFKI. The MHC is DRB3_0202 with pseudo-sequence DRB3_0202. The binding affinity (normalized) is 0.258.